Dataset: NCI-60 drug combinations with 297,098 pairs across 59 cell lines. Task: Regression. Given two drug SMILES strings and cell line genomic features, predict the synergy score measuring deviation from expected non-interaction effect. (1) Drug 1: CC1=C(C=C(C=C1)NC(=O)C2=CC=C(C=C2)CN3CCN(CC3)C)NC4=NC=CC(=N4)C5=CN=CC=C5. Drug 2: CCCCC(=O)OCC(=O)C1(CC(C2=C(C1)C(=C3C(=C2O)C(=O)C4=C(C3=O)C=CC=C4OC)O)OC5CC(C(C(O5)C)O)NC(=O)C(F)(F)F)O. Cell line: KM12. Synergy scores: CSS=38.2, Synergy_ZIP=5.77, Synergy_Bliss=6.07, Synergy_Loewe=-20.4, Synergy_HSA=0.425. (2) Drug 1: C(CCl)NC(=O)N(CCCl)N=O. Drug 2: CC1CCCC2(C(O2)CC(NC(=O)CC(C(C(=O)C(C1O)C)(C)C)O)C(=CC3=CSC(=N3)C)C)C. Cell line: IGROV1. Synergy scores: CSS=24.8, Synergy_ZIP=-1.54, Synergy_Bliss=-3.01, Synergy_Loewe=-16.4, Synergy_HSA=-4.04. (3) Synergy scores: CSS=42.0, Synergy_ZIP=-1.65, Synergy_Bliss=0.845, Synergy_Loewe=0.0633, Synergy_HSA=3.92. Cell line: NCI-H522. Drug 1: CC1CCC2CC(C(=CC=CC=CC(CC(C(=O)C(C(C(=CC(C(=O)CC(OC(=O)C3CCCCN3C(=O)C(=O)C1(O2)O)C(C)CC4CCC(C(C4)OC)OCCO)C)C)O)OC)C)C)C)OC. Drug 2: CC1C(C(CC(O1)OC2CC(CC3=C2C(=C4C(=C3O)C(=O)C5=C(C4=O)C(=CC=C5)OC)O)(C(=O)CO)O)N)O.Cl.